Task: Predict which catalyst facilitates the given reaction.. Dataset: Catalyst prediction with 721,799 reactions and 888 catalyst types from USPTO Reactant: [N+:1]([C:4]1[CH:15]=[C:7]2[CH2:8][N:9]([C:12](=[O:14])[CH3:13])[CH2:10][CH2:11][N:6]2[N:5]=1)([O-])=O. Product: [NH2:1][C:4]1[CH:15]=[C:7]2[CH2:8][N:9]([C:12](=[O:14])[CH3:13])[CH2:10][CH2:11][N:6]2[N:5]=1. The catalyst class is: 43.